This data is from Full USPTO retrosynthesis dataset with 1.9M reactions from patents (1976-2016). The task is: Predict the reactants needed to synthesize the given product. Given the product [F:53][CH:43]([F:42])[C:44]1[N:45]=[CH:46][C:47]([C:50]([NH:10][C:11]2[CH:12]=[CH:13][C:14]([F:41])=[C:15]([C@:17]34[CH2:25][O:24][C@H:23]([C:26]([F:29])([F:27])[F:28])[C@H:22]3[C:21](=[O:30])[N:20]([CH2:31][CH3:32])[C:19]([NH:33][C:34](=[O:40])[O:35][C:36]([CH3:37])([CH3:39])[CH3:38])=[N:18]4)[CH:16]=2)=[O:51])=[N:48][CH:49]=1, predict the reactants needed to synthesize it. The reactants are: C(N(C(C)C)C(C)C)C.[NH2:10][C:11]1[CH:12]=[CH:13][C:14]([F:41])=[C:15]([C@:17]23[CH2:25][O:24][C@H:23]([C:26]([F:29])([F:28])[F:27])[C@H:22]2[C:21](=[O:30])[N:20]([CH2:31][CH3:32])[C:19]([NH:33][C:34](=[O:40])[O:35][C:36]([CH3:39])([CH3:38])[CH3:37])=[N:18]3)[CH:16]=1.[F:42][CH:43]([F:53])[C:44]1[N:45]=[CH:46][C:47]([C:50](O)=[O:51])=[N:48][CH:49]=1.F[P-](F)(F)(F)(F)F.N1(O[P+](N2CCCC2)(N2CCCC2)N2CCCC2)C2C=CC=CC=2N=N1.